Dataset: Catalyst prediction with 721,799 reactions and 888 catalyst types from USPTO. Task: Predict which catalyst facilitates the given reaction. (1) Reactant: C[O:2][C:3](=[O:45])[C:4]1[CH:9]=[CH:8][C:7]([N:10]2[C:14](=[O:15])[C@H:13]3[C@H:16]([C:34]4[CH:39]=[CH:38][CH:37]=[C:36]([Cl:40])[C:35]=4[F:41])[C@:17]([C:26]4[CH:31]=[CH:30][C:29]([Cl:32])=[CH:28][C:27]=4[F:33])([C:24]#[N:25])[C@H:18]([CH2:19][C:20]([CH3:23])([CH3:22])[CH3:21])[N:12]3[C@@H:11]2[CH:42]([CH3:44])[CH3:43])=[CH:6][CH:5]=1.[Li+].[OH-]. Product: [Cl:40][C:36]1[C:35]([F:41])=[C:34]([C@H:16]2[C@H:13]3[N:12]([C@H:11]([CH:42]([CH3:44])[CH3:43])[N:10]([C:7]4[CH:6]=[CH:5][C:4]([C:3]([OH:45])=[O:2])=[CH:9][CH:8]=4)[C:14]3=[O:15])[C@@H:18]([CH2:19][C:20]([CH3:23])([CH3:21])[CH3:22])[C@@:17]2([C:26]2[CH:31]=[CH:30][C:29]([Cl:32])=[CH:28][C:27]=2[F:33])[C:24]#[N:25])[CH:39]=[CH:38][CH:37]=1. The catalyst class is: 87. (2) Reactant: C([O:8][CH2:9][CH2:10][N:11]1[CH2:16][C:15]([CH3:18])([CH3:17])[O:14][C:13]([CH3:20])([CH3:19])[CH2:12]1)C1C=CC=CC=1.[H][H]. Product: [CH3:19][C:13]1([CH3:20])[O:14][C:15]([CH3:17])([CH3:18])[CH2:16][N:11]([CH2:10][CH2:9][OH:8])[CH2:12]1. The catalyst class is: 19.